Dataset: Forward reaction prediction with 1.9M reactions from USPTO patents (1976-2016). Task: Predict the product of the given reaction. Given the reactants [BH4-].[Na+].[C:3]([O:7][C:8]([NH:10][C@H:11]1[CH2:16][CH2:15][C@H:14]([CH:17]2[CH2:30][C:29]3[C:28]4[C:23](=[CH:24][CH:25]=[C:26]([O:31][CH3:32])[CH:27]=4)[N:22]=[CH:21][C:20]=3[O:19][CH:18]2[O:33]C(=O)C)[CH2:13][CH2:12]1)=[O:9])([CH3:6])([CH3:5])[CH3:4].Cl.ClCCl, predict the reaction product. The product is: [C:3]([O:7][C:8](=[O:9])[NH:10][C@H:11]1[CH2:12][CH2:13][C@H:14]([CH:17]([CH2:30][C:29]2[C:28]3[C:23](=[CH:24][CH:25]=[C:26]([O:31][CH3:32])[CH:27]=3)[N:22]=[CH:21][C:20]=2[OH:19])[CH2:18][OH:33])[CH2:15][CH2:16]1)([CH3:6])([CH3:4])[CH3:5].